From a dataset of Reaction yield outcomes from USPTO patents with 853,638 reactions. Predict the reaction yield, written as a fraction of the theoretical maximum amount of product (1.0 means a 100% yield; for example, 0.34 means a 34% yield). (1) The reactants are [N:1]([CH:4]([CH2:7][NH:8][C:9]([P:11]([O:16][CH2:17][CH3:18])([O:13][CH2:14][CH3:15])=[O:12])=[O:10])[CH2:5][NH2:6])=[N+:2]=[N-:3].C(N(CC)CC)C.[O:26]([C:33]1[CH:38]=[CH:37][C:36]([S:39](Cl)(=[O:41])=[O:40])=[CH:35][CH:34]=1)[C:27]1[CH:32]=[CH:31][CH:30]=[CH:29][CH:28]=1. The catalyst is CC#N. The product is [N:1]([CH:4]([CH2:7][NH:8][C:9]([P:11]([O:16][CH2:17][CH3:18])([O:13][CH2:14][CH3:15])=[O:12])=[O:10])[CH2:5][NH:6][S:39]([C:36]1[CH:35]=[CH:34][C:33]([O:26][C:27]2[CH:32]=[CH:31][CH:30]=[CH:29][CH:28]=2)=[CH:38][CH:37]=1)(=[O:41])=[O:40])=[N+:2]=[N-:3]. The yield is 0.600. (2) The reactants are [Br:1][C:2]1[CH:3]=[C:4]([NH:10][C:11]2[CH:16]=[CH:15][C:14]([N:17]3[CH2:22][CH2:21][N:20]([CH3:23])[CH2:19][C@H:18]3[CH3:24])=[CH:13][N:12]=2)[C:5](=[O:9])[N:6]([CH3:8])[CH:7]=1.BrC1C=C(NC2C=CC(N3CCNC[C@@H]3C)=CN=2)C(=O)N(C)C=1. No catalyst specified. The product is [Br:1][C:2]1[CH:3]=[C:4]([NH:10][C:11]2[CH:16]=[CH:15][C:14]([N:17]3[CH2:22][CH2:21][N:20]([CH3:23])[CH2:19][C@@H:18]3[CH3:24])=[CH:13][N:12]=2)[C:5](=[O:9])[N:6]([CH3:8])[CH:7]=1. The yield is 0.750. (3) The reactants are Cl[C:2]1[CH:7]=[CH:6][C:5]([N+:8]([O-:10])=[O:9])=[CH:4][C:3]=1[S:11]([NH2:14])(=[O:13])=[O:12].[CH2:15]([NH2:22])[C:16]1[CH:21]=[CH:20][CH:19]=[CH:18][CH:17]=1.C(N(CC)CC)C. The catalyst is C(#N)C. The product is [CH2:15]([NH:22][C:2]1[CH:7]=[CH:6][C:5]([N+:8]([O-:10])=[O:9])=[CH:4][C:3]=1[S:11]([NH2:14])(=[O:13])=[O:12])[C:16]1[CH:21]=[CH:20][CH:19]=[CH:18][CH:17]=1. The yield is 0.840. (4) The reactants are Br[C:2]1[N:7]=[CH:6][C:5]([C:8]2[N:17]([C:18]3[CH:23]=[CH:22][C:21]([Cl:24])=[CH:20][CH:19]=3)[C:16](=[O:25])[C:15]3[C:10](=[CH:11][CH:12]=[CH:13][CH:14]=3)[N:9]=2)=[CH:4][CH:3]=1.CC([O-])(C)C.[Na+].[CH2:32]([NH:34][CH2:35][CH3:36])[CH3:33]. The catalyst is C1(C)C=CC=CC=1.CC([O-])=O.CC([O-])=O.[Pd+2].C1C=CC(P(C2C=CC=CC=2)[C-]2C=CC=C2)=CC=1.C1C=CC(P(C2C=CC=CC=2)[C-]2C=CC=C2)=CC=1.[Fe+2]. The product is [Cl:24][C:21]1[CH:22]=[CH:23][C:18]([N:17]2[C:16](=[O:25])[C:15]3[C:10](=[CH:11][CH:12]=[CH:13][CH:14]=3)[N:9]=[C:8]2[C:5]2[CH:6]=[N:7][C:2]([N:34]([CH2:35][CH3:36])[CH2:32][CH3:33])=[CH:3][CH:4]=2)=[CH:19][CH:20]=1. The yield is 0.490. (5) The reactants are [Cl:1][C:2]1[CH:7]=[C:6]([N+:8]([O-:10])=[O:9])[CH:5]=[CH:4][C:3]=1F.[C:12]1([SH:18])[CH:17]=[CH:16][CH:15]=[CH:14][CH:13]=1.C(=O)([O-])[O-].[K+].[K+].CN(C=O)C. The catalyst is C(Cl)Cl. The product is [Cl:1][C:2]1[CH:7]=[C:6]([N+:8]([O-:10])=[O:9])[CH:5]=[CH:4][C:3]=1[S:18][C:12]1[CH:17]=[CH:16][CH:15]=[CH:14][CH:13]=1. The yield is 1.00.